From a dataset of Full USPTO retrosynthesis dataset with 1.9M reactions from patents (1976-2016). Predict the reactants needed to synthesize the given product. (1) Given the product [ClH:1].[Cl:1][C:2]1[CH:7]=[CH:6][CH:5]=[CH:4][C:3]=1[N:8]1[CH:12]([C:13]2[S:14][C:15]([C:18]3[CH2:19][CH2:20][NH:21][CH2:22][CH:23]=3)=[CH:16][CH:17]=2)[CH2:11][C:10]([C:31]([C:33]([F:35])([F:34])[F:36])([C:37]([F:40])([F:38])[F:39])[OH:32])=[N:9]1, predict the reactants needed to synthesize it. The reactants are: [Cl:1][C:2]1[CH:7]=[CH:6][CH:5]=[CH:4][C:3]=1[N:8]1[CH:12]([C:13]2[S:14][C:15]([C:18]3[CH2:19][CH2:20][N:21](C(OC(C)(C)C)=O)[CH2:22][CH:23]=3)=[CH:16][CH:17]=2)[CH2:11][C:10]([C:31]([C:37]([F:40])([F:39])[F:38])([C:33]([F:36])([F:35])[F:34])[OH:32])=[N:9]1.Cl. (2) Given the product [CH2:25]([NH:32][C:2]1[CH:7]=[C:6]([C:8]2[C:9]([C:17]3[CH:18]=[CH:19][C:20]([F:23])=[CH:21][CH:22]=3)=[N:10][N:11]3[CH:16]=[CH:15][CH:14]=[CH:13][C:12]=23)[CH:5]=[C:4]([F:24])[N:3]=1)[C:26]1[CH:31]=[CH:30][CH:29]=[CH:28][CH:27]=1, predict the reactants needed to synthesize it. The reactants are: F[C:2]1[CH:7]=[C:6]([C:8]2[C:9]([C:17]3[CH:22]=[CH:21][C:20]([F:23])=[CH:19][CH:18]=3)=[N:10][N:11]3[CH:16]=[CH:15][CH:14]=[CH:13][C:12]=23)[CH:5]=[C:4]([F:24])[N:3]=1.[CH2:25]([NH2:32])[C:26]1[CH:31]=[CH:30][CH:29]=[CH:28][CH:27]=1. (3) Given the product [CH3:1][O:2][C:3]1[CH:4]=[C:5]2[C:10](=[CH:11][C:12]=1[O:13][CH3:14])[N:9]=[CH:8][CH:7]=[C:6]2[O:15][C:16]1[CH:22]=[CH:21][C:19]([NH:20][C:44]([N:34]2[CH2:35][CH2:36][N:37]([C:38]3[CH:43]=[CH:42][CH:41]=[CH:40][CH:39]=3)[C:33]2=[O:32])=[O:45])=[CH:18][CH:17]=1, predict the reactants needed to synthesize it. The reactants are: [CH3:1][O:2][C:3]1[CH:4]=[C:5]2[C:10](=[CH:11][C:12]=1[O:13][CH3:14])[N:9]=[CH:8][CH:7]=[C:6]2[O:15][C:16]1[CH:22]=[CH:21][C:19]([NH2:20])=[CH:18][CH:17]=1.CCN(C(C)C)C(C)C.[O:32]=[C:33]1[N:37]([C:38]2[CH:43]=[CH:42][CH:41]=[CH:40][CH:39]=2)[CH2:36][CH2:35][N:34]1[C:44](Cl)=[O:45]. (4) The reactants are: C(Cl)(=O)C(Cl)=O.[CH3:7][S:8]([C:11]1[CH:19]=[CH:18][CH:17]=[CH:16][C:12]=1[C:13]([OH:15])=O)(=[O:10])=[O:9].[Cl:20][C:21]1[CH:22]=[C:23]([CH:37]=[CH:38][C:39]=1[Cl:40])[O:24][CH:25]1[CH2:30][CH2:29][N:28]([CH:31]2[CH2:36][CH2:35][NH:34][CH2:33][CH2:32]2)[CH2:27][CH2:26]1.C(N(CC)CC)C. Given the product [Cl:20][C:21]1[CH:22]=[C:23]([CH:37]=[CH:38][C:39]=1[Cl:40])[O:24][CH:25]1[CH2:26][CH2:27][N:28]([CH:31]2[CH2:32][CH2:33][N:34]([C:13]([C:12]3[CH:16]=[CH:17][CH:18]=[CH:19][C:11]=3[S:8]([CH3:7])(=[O:9])=[O:10])=[O:15])[CH2:35][CH2:36]2)[CH2:29][CH2:30]1, predict the reactants needed to synthesize it. (5) Given the product [CH3:1][O:2][C:3]1[CH:8]=[CH:7][C:6]([NH2:9])=[CH:5][C:4]=1[C:12]1[CH:13]=[C:14]([CH2:17][N:18]2[CH2:19][CH2:20][N:21]([CH3:24])[CH2:22][CH2:23]2)[O:15][CH:16]=1, predict the reactants needed to synthesize it. The reactants are: [CH3:1][O:2][C:3]1[CH:8]=[CH:7][C:6]([N+:9]([O-])=O)=[CH:5][C:4]=1[C:12]1[CH:13]=[C:14]([CH2:17][N:18]2[CH2:23][CH2:22][N:21]([CH3:24])[CH2:20][CH2:19]2)[O:15][CH:16]=1.[H][H]. (6) The reactants are: [CH:1]([NH2:4])([CH3:3])[CH3:2].C[Al](C)C.[NH2:9][C:10]1[C:14]([C:15]([O:17]CC)=O)=[CH:13][N:12]([C:20]2[CH:25]=[CH:24][N:23]=[N:22][CH:21]=2)[N:11]=1.C(C(C(C([O-])=O)O)O)([O-])=O.[Na+].[K+]. Given the product [NH2:9][C:10]1[C:14]([C:15]([NH:4][CH:1]([CH3:3])[CH3:2])=[O:17])=[CH:13][N:12]([C:20]2[CH:25]=[CH:24][N:23]=[N:22][CH:21]=2)[N:11]=1, predict the reactants needed to synthesize it. (7) The reactants are: FC(F)(F)[C:3](O)=[O:4].[CH2:8]([N:10]([CH3:40])[C:11]1[N:16]=[CH:15][C:14]([C:17]2[CH:18]=[C:19]3[C:23](=[C:24]([C:26]([NH2:28])=[O:27])[CH:25]=2)[NH:22][CH:21]=[C:20]3[CH:29]2[CH2:34][CH2:33][N:32]([S:35]([CH2:38][CH3:39])(=[O:37])=[O:36])[CH2:31][CH2:30]2)=[CH:13][CH:12]=1)[CH3:9].CNC. Given the product [CH2:38]([S:35]([N:32]1[CH2:33][CH2:34][CH:29]([C:20]2[C:19]3[C:23](=[C:24]([C:26]([NH2:28])=[O:27])[CH:25]=[C:17]([C:14]4[CH:15]=[N:16][C:11]([N:10]5[CH2:40][CH2:3][O:4][CH2:9][CH2:8]5)=[CH:12][CH:13]=4)[CH:18]=3)[NH:22][CH:21]=2)[CH2:30][CH2:31]1)(=[O:37])=[O:36])[CH3:39], predict the reactants needed to synthesize it. (8) The reactants are: [C:1]([O:5][C:6]([NH:8][CH:9]1[CH2:14][CH2:13][CH:12]([N:15]([CH2:29][CH3:30])[C:16]2[C:17]([CH2:27][CH3:28])=[C:18]([CH:23]=[C:24]([Cl:26])[CH:25]=2)[C:19]([O:21]C)=[O:20])[CH2:11][CH2:10]1)=[O:7])([CH3:4])([CH3:3])[CH3:2].[OH-].[Na+]. Given the product [C:1]([O:5][C:6]([NH:8][CH:9]1[CH2:14][CH2:13][CH:12]([N:15]([CH2:29][CH3:30])[C:16]2[C:17]([CH2:27][CH3:28])=[C:18]([CH:23]=[C:24]([Cl:26])[CH:25]=2)[C:19]([OH:21])=[O:20])[CH2:11][CH2:10]1)=[O:7])([CH3:4])([CH3:3])[CH3:2], predict the reactants needed to synthesize it.